This data is from Forward reaction prediction with 1.9M reactions from USPTO patents (1976-2016). The task is: Predict the product of the given reaction. (1) Given the reactants [CH3:1][N:2]1[C:7](=[O:8])[C:6]([C:9]2[NH:10][CH:11]=[CH:12][CH:13]=2)=[C:5]([CH3:14])[N:4]([C:15]2[CH:20]=[CH:19][CH:18]=[C:17]([C:21]([F:24])([F:23])[F:22])[CH:16]=2)[C:3]1=[O:25].[C:26]([C:28]1[CH:33]=[CH:32][C:31](I)=[CH:30][CH:29]=1)#[N:27].P([O-])([O-])([O-])=O.[K+].[K+].[K+].O, predict the reaction product. The product is: [CH3:1][N:2]1[C:7](=[O:8])[C:6]([C:9]2[N:10]([C:31]3[CH:32]=[CH:33][C:28]([C:26]#[N:27])=[CH:29][CH:30]=3)[CH:11]=[CH:12][CH:13]=2)=[C:5]([CH3:14])[N:4]([C:15]2[CH:20]=[CH:19][CH:18]=[C:17]([C:21]([F:23])([F:24])[F:22])[CH:16]=2)[C:3]1=[O:25]. (2) Given the reactants [Cl:1][C:2]1[CH:3]=[C:4]([CH2:9][NH2:10])[CH:5]=[CH:6][C:7]=1[Cl:8].O[C:12]1[C:13]2[CH:21]=[CH:20][CH:19]=[C:18]([C:22]([NH2:24])=[O:23])[C:14]=2[N:15]=[N:16][N:17]=1, predict the reaction product. The product is: [Cl:1][C:2]1[CH:3]=[C:4]([CH:5]=[CH:6][C:7]=1[Cl:8])[CH2:9][NH:10][C:12]1[C:13]2[CH:21]=[CH:20][CH:19]=[C:18]([C:22]([NH2:24])=[O:23])[C:14]=2[N:15]=[N:16][N:17]=1. (3) Given the reactants Cl[C:2]1[CH:3]=[CH:4][C:5]([F:48])=[C:6]([C:8]2[S:9][C:10]([NH:40][C:41](=[O:47])[O:42][C:43]([CH3:46])([CH3:45])[CH3:44])=[C:11]([C:13](=[O:39])[NH:14][C:15]3[CH:16]=[N:17][N:18]([CH3:38])[C:19]=3[N:20]3[CH2:26][CH2:25][CH2:24][CH:23]([NH:27][C:28]([O:30][CH2:31][C:32]4[CH:37]=[CH:36][CH:35]=[CH:34][CH:33]=4)=[O:29])[CH2:22][CH2:21]3)[N:12]=2)[CH:7]=1.[CH:49]1([B-](F)(F)F)[CH2:51][CH2:50]1.[K+].C(P(C12CC3CC(CC(C3)C1)C2)C12CC3CC(CC(C3)C1)C2)CCC.C(=O)([O-])[O-].[Cs+].[Cs+], predict the reaction product. The product is: [CH:49]1([C:2]2[CH:3]=[CH:4][C:5]([F:48])=[C:6]([C:8]3[S:9][C:10]([NH:40][C:41](=[O:47])[O:42][C:43]([CH3:44])([CH3:45])[CH3:46])=[C:11]([C:13](=[O:39])[NH:14][C:15]4[CH:16]=[N:17][N:18]([CH3:38])[C:19]=4[N:20]4[CH2:26][CH2:25][CH2:24][CH:23]([NH:27][C:28]([O:30][CH2:31][C:32]5[CH:37]=[CH:36][CH:35]=[CH:34][CH:33]=5)=[O:29])[CH2:22][CH2:21]4)[N:12]=3)[CH:7]=2)[CH2:51][CH2:50]1. (4) Given the reactants [CH3:1][O:2][C:3]1[CH:50]=[CH:49][C:6]([CH2:7][N:8]([CH2:40][C:41]2[CH:46]=[CH:45][C:44]([O:47][CH3:48])=[CH:43][CH:42]=2)[C:9]2[N:14]=[CH:13][C:12]([C:15]3[C:16]4[CH2:29][CH2:28][N:27]([C:30]5[CH:38]=[CH:37][C:33]([C:34](O)=[O:35])=[CH:32][C:31]=5[F:39])[C:17]=4[N:18]=[C:19]([N:21]4[CH2:26][CH2:25][O:24][CH2:23][CH2:22]4)[N:20]=3)=[CH:11][N:10]=2)=[CH:5][CH:4]=1.[O:51]1[CH2:56][CH2:55][N:54]([CH:57]2[CH2:62][CH2:61][NH:60][CH2:59][CH2:58]2)[CH2:53][CH2:52]1, predict the reaction product. The product is: [CH3:48][O:47][C:44]1[CH:45]=[CH:46][C:41]([CH2:40][N:8]([CH2:7][C:6]2[CH:49]=[CH:50][C:3]([O:2][CH3:1])=[CH:4][CH:5]=2)[C:9]2[N:10]=[CH:11][C:12]([C:15]3[C:16]4[CH2:29][CH2:28][N:27]([C:30]5[CH:38]=[CH:37][C:33]([C:34]([N:60]6[CH2:61][CH2:62][CH:57]([N:54]7[CH2:55][CH2:56][O:51][CH2:52][CH2:53]7)[CH2:58][CH2:59]6)=[O:35])=[CH:32][C:31]=5[F:39])[C:17]=4[N:18]=[C:19]([N:21]4[CH2:22][CH2:23][O:24][CH2:25][CH2:26]4)[N:20]=3)=[CH:13][N:14]=2)=[CH:42][CH:43]=1. (5) The product is: [CH3:38][O:37][C:16]1[CH:17]=[C:18]([C:21]2[S:25][C:24]3=[N:26][CH:27]=[C:28]([C:29]4[CH:30]=[N:31][C:32]([O:35][CH3:36])=[CH:33][CH:34]=4)[N:23]3[N:22]=2)[CH:19]=[CH:20][C:15]=1[O:14][CH:11]1[CH2:10][CH2:9][NH:8][CH2:13][CH2:12]1. Given the reactants C(OC([N:8]1[CH2:13][CH2:12][CH:11]([O:14][C:15]2[CH:20]=[CH:19][C:18]([C:21]3[S:25][C:24]4=[N:26][CH:27]=[C:28]([C:29]5[CH:30]=[N:31][C:32]([O:35][CH3:36])=[CH:33][CH:34]=5)[N:23]4[N:22]=3)=[CH:17][C:16]=2[O:37][CH3:38])[CH2:10][CH2:9]1)=O)(C)(C)C.Cl, predict the reaction product.